Predict the product of the given reaction. From a dataset of Forward reaction prediction with 1.9M reactions from USPTO patents (1976-2016). (1) Given the reactants C([N:3]1[C:11]2[C:6](=[C:7]3[CH:14]=[CH:13][NH:12][C:8]3=[N:9][CH:10]=2)[N:5]([C@H:15]2[CH2:20][CH2:19][CH2:18][CH2:17][C@H:16]2[O:21]C)[C:4]1=[O:23])C.I[Si](C)(C)C.S([O-])([O-])(=O)=S.[Na+].[Na+].C(=O)([O-])O.[Na+], predict the reaction product. The product is: [OH:21][C@@H:16]1[CH2:17][CH2:18][CH2:19][CH2:20][C@@H:15]1[N:5]1[C:6]2=[C:7]3[CH:14]=[CH:13][NH:12][C:8]3=[N:9][CH:10]=[C:11]2[NH:3][C:4]1=[O:23]. (2) The product is: [Cl:1][C:2]1[CH:7]=[C:6]([Br:8])[CH:5]=[CH:4][C:3]=1[O:9][CH2:10][CH:11]1[CH2:12][CH2:13][CH2:14][O:15]1. Given the reactants [Cl:1][C:2]1[CH:7]=[C:6]([Br:8])[CH:5]=[CH:4][C:3]=1[OH:9].[CH2:10](Br)[CH:11]1[O:15][CH2:14][CH2:13][CH2:12]1, predict the reaction product. (3) The product is: [CH2:1]([N:8]1[CH:13]2[CH2:14][CH2:15][CH:9]1[CH2:10][N:11]([C:16]([O:18][C:19]([CH3:22])([CH3:21])[CH3:20])=[O:17])[CH2:12]2)[C:2]1[CH:3]=[CH:4][CH:5]=[CH:6][CH:7]=1. Given the reactants [CH2:1]([N:8]1[CH:13]2[CH2:14][CH2:15][CH:9]1[CH2:10][NH:11][CH2:12]2)[C:2]1[CH:7]=[CH:6][CH:5]=[CH:4][CH:3]=1.[C:16](O[C:16]([O:18][C:19]([CH3:22])([CH3:21])[CH3:20])=[O:17])([O:18][C:19]([CH3:22])([CH3:21])[CH3:20])=[O:17].N[C@H](C(O)=O)CC(O)=O, predict the reaction product. (4) Given the reactants BrC1C=CC(NC(=CC([O-])=O)C(OC)=O)=C(OC)C=1.[CH3:20][O:21][C:22](=[O:39])[C:23]([NH:28][C:29]1[CH:34]=[C:33]([Cl:35])[CH:32]=[C:31]([Cl:36])[C:30]=1[O:37][CH3:38])=[CH:24][C:25]([O-:27])=O, predict the reaction product. The product is: [CH3:20][O:21][C:22]([C:23]1[CH:24]=[C:25]([OH:27])[C:34]2[C:29](=[C:30]([O:37][CH3:38])[C:31]([Cl:36])=[CH:32][C:33]=2[Cl:35])[N:28]=1)=[O:39]. (5) Given the reactants [NH:1]1[CH2:6][CH2:5][O:4][CH2:3][CH2:2]1.[Cl:7][C:8]1[CH:13]=[C:12]([Cl:14])[C:11]([O:15][CH3:16])=[CH:10][C:9]=1[NH:17][C:18]1[C:23]([C:24]#[N:25])=[CH:22][N:21]=[C:20]2[CH:26]=[C:27]([C:29]3[CH:33]=[C:32]([CH:34]=O)[S:31][CH:30]=3)[S:28][C:19]=12.C(O[BH-](OC(=O)C)OC(=O)C)(=O)C.[Na+], predict the reaction product. The product is: [Cl:7][C:8]1[CH:13]=[C:12]([Cl:14])[C:11]([O:15][CH3:16])=[CH:10][C:9]=1[NH:17][C:18]1[C:23]([C:24]#[N:25])=[CH:22][N:21]=[C:20]2[CH:26]=[C:27]([C:29]3[CH:33]=[C:32]([CH2:34][N:1]4[CH2:6][CH2:5][O:4][CH2:3][CH2:2]4)[S:31][CH:30]=3)[S:28][C:19]=12. (6) Given the reactants [CH2:1]([N:8]1[CH2:13][CH:12]([C:14]2[CH:19]=[CH:18][C:17]([OH:20])=[CH:16][C:15]=2[C:21]([F:24])([F:23])[F:22])[O:11][CH2:10][C:9]1=O)[C:2]1[CH:7]=[CH:6][CH:5]=[CH:4][CH:3]=1.B.C1COCC1.Cl, predict the reaction product. The product is: [CH2:1]([N:8]1[CH2:9][CH2:10][O:11][CH:12]([C:14]2[CH:19]=[CH:18][C:17]([OH:20])=[CH:16][C:15]=2[C:21]([F:24])([F:22])[F:23])[CH2:13]1)[C:2]1[CH:3]=[CH:4][CH:5]=[CH:6][CH:7]=1.